Dataset: Full USPTO retrosynthesis dataset with 1.9M reactions from patents (1976-2016). Task: Predict the reactants needed to synthesize the given product. (1) Given the product [S:21]([OH:25])([OH:24])(=[O:23])=[O:22].[CH3:1][O:2][CH2:3][C@@H:4]1[C@@H:10]([C:11]2[CH:16]=[CH:15][C:14]([Cl:17])=[C:13]([Cl:18])[CH:12]=2)[CH2:9][C@H:8]2[N:19]([CH3:20])[C@@H:5]1[CH2:6][CH2:7]2, predict the reactants needed to synthesize it. The reactants are: [CH3:1][O:2][CH2:3][C@@H:4]1[C@@H:10]([C:11]2[CH:16]=[CH:15][C:14]([Cl:17])=[C:13]([Cl:18])[CH:12]=2)[CH2:9][C@H:8]2[N:19]([CH3:20])[C@@H:5]1[CH2:6][CH2:7]2.[S:21](=[O:25])(=[O:24])([OH:23])[OH:22]. (2) Given the product [F:10][C:8]1[CH:9]=[C:2]([C:22]2[N:18]([CH:13]3[CH2:14][CH2:15][CH2:16][CH2:17][O:12]3)[N:19]=[CH:20][CH:21]=2)[CH:3]=[C:4]([F:11])[C:5]=1[C:6]#[N:7], predict the reactants needed to synthesize it. The reactants are: Br[C:2]1[CH:9]=[C:8]([F:10])[C:5]([C:6]#[N:7])=[C:4]([F:11])[CH:3]=1.[O:12]1[CH2:17][CH2:16][CH2:15][CH2:14][CH:13]1[N:18]1[C:22](B2OC(C)(C)C(C)(C)O2)=[CH:21][CH:20]=[N:19]1.